This data is from Forward reaction prediction with 1.9M reactions from USPTO patents (1976-2016). The task is: Predict the product of the given reaction. (1) Given the reactants [F:1][C:2]1[C:7]([F:8])=[CH:6][CH:5]=[CH:4][C:3]=1[C:9]1[N:34]=[C:12]2[CH:13]=[N:14][N:15]([CH2:17][C:18]3[O:22][N:21]=[C:20]([C:23]4[CH:33]=[CH:32][C:26]([O:27][CH2:28][C:29](O)=[O:30])=[CH:25][CH:24]=4)[CH:19]=3)[CH:16]=[C:11]2[N:10]=1.[CH:35]1([NH2:38])[CH2:37][CH2:36]1.C(N(C(C)C)CC)(C)C.CN(C(ON1N=NC2C=CC=NC1=2)=[N+](C)C)C.F[P-](F)(F)(F)(F)F.Cl, predict the reaction product. The product is: [CH:35]1([NH:38][C:29](=[O:30])[CH2:28][O:27][C:26]2[CH:25]=[CH:24][C:23]([C:20]3[CH:19]=[C:18]([CH2:17][N:15]4[CH:16]=[C:11]5[N:10]=[C:9]([C:3]6[CH:4]=[CH:5][CH:6]=[C:7]([F:8])[C:2]=6[F:1])[N:34]=[C:12]5[CH:13]=[N:14]4)[O:22][N:21]=3)=[CH:33][CH:32]=2)[CH2:37][CH2:36]1. (2) Given the reactants CS(N)(=O)=O.[N:6]1([S:10]([NH2:13])(=[O:12])=[O:11])[CH2:9][CH2:8][CH2:7]1.C(C1(COC2C(C3CC3)=CC(C(O)=O)=C(F)C=2)C2CC3CC(CC1C3)C2)#N.[Cl:41][C:42]1[C:43]([O:52][CH:53]2[CH2:58][CH2:57][C:56]([F:60])([F:59])[CH2:55][CH2:54]2)=[CH:44][C:45]([F:51])=[C:46]([CH:50]=1)[C:47](O)=[O:48], predict the reaction product. The product is: [N:6]1([S:10]([NH:13][C:47](=[O:48])[C:46]2[CH:50]=[C:42]([Cl:41])[C:43]([O:52][CH:53]3[CH2:58][CH2:57][C:56]([F:60])([F:59])[CH2:55][CH2:54]3)=[CH:44][C:45]=2[F:51])(=[O:12])=[O:11])[CH2:9][CH2:8][CH2:7]1.